Dataset: Reaction yield outcomes from USPTO patents with 853,638 reactions. Task: Predict the reaction yield, written as a fraction of the theoretical maximum amount of product (1.0 means a 100% yield; for example, 0.34 means a 34% yield). (1) The catalyst is C1COCC1. The product is [NH2:13][C:2]1[CH:9]=[CH:8][C:5]([CH:6]=[O:7])=[CH:4][C:3]=1[N+:10]([O-:12])=[O:11]. The reactants are F[C:2]1[CH:9]=[CH:8][C:5]([CH:6]=[O:7])=[CH:4][C:3]=1[N+:10]([O-:12])=[O:11].[NH4+:13].[OH-]. The yield is 0.530. (2) The reactants are Cl.[NH:2]1[CH2:5][CH2:4][CH2:3]1.C(O[CH:10]1[C@H:15]([N:16]=[C:17]=[S:18])[C@@H:14]([O:19][C:20](=[O:22])[CH3:21])[C@H:13]([O:23][C:24](=[O:26])[CH3:25])[C@@H:12]([CH2:27][O:28][C:29](=[O:31])[CH3:30])[O:11]1)(=O)C.C(N(CC)CC)C. The catalyst is ClCCl. The product is [C:24]([O:23][C@@H:13]1[C@@H:12]([CH2:27][O:28][C:29](=[O:31])[CH3:30])[O:11][C@H:10]2[C@H:15]([N:16]=[C:17]([N:2]3[CH2:5][CH2:4][CH2:3]3)[S:18]2)[C@H:14]1[O:19][C:20](=[O:22])[CH3:21])(=[O:26])[CH3:25]. The yield is 0.610. (3) The reactants are [CH3:1][O:2][C:3]1[CH:8]=[CH:7][C:6]([N:9]2[C:13]3[C:14](=[O:24])[N:15]([CH2:18][CH2:19][CH2:20][CH2:21][C:22]#[N:23])[CH2:16][CH2:17][C:12]=3[C:11]([C:25]([F:28])([F:27])[F:26])=[N:10]2)=[CH:5][CH:4]=1.[CH3:29][NH:30][CH3:31]. The catalyst is CO.C(Cl)(Cl)Cl. The product is [CH3:1][O:2][C:3]1[CH:8]=[CH:7][C:6]([N:9]2[C:13]3[C:14](=[O:24])[N:15]([CH2:18][CH2:19][CH2:20][CH2:21][C:22]([N:30]([CH3:31])[CH3:29])=[NH:23])[CH2:16][CH2:17][C:12]=3[C:11]([C:25]([F:26])([F:27])[F:28])=[N:10]2)=[CH:5][CH:4]=1. The yield is 0.890. (4) The reactants are Cl[C:2]1[N:11]=[C:10]([NH:12][CH2:13][CH:14]([O:21][C:22]2[CH:27]=[CH:26][CH:25]=[CH:24][CH:23]=2)[C:15]2[CH:20]=[CH:19][CH:18]=[CH:17][CH:16]=2)[C:9]2[C:4](=[CH:5][CH:6]=[CH:7][CH:8]=2)[N:3]=1.[N:28]1[CH:29]=[CH:30][N:31]2[CH:36]=[C:35](B(O)O)[CH:34]=[CH:33][C:32]=12.C(NC1C2C(=CC=CC=2)N=C(C2SC3C=CC=CC=3C=2)N=1)(C1C=CC=CC=1)C1C=CC=CC=1. The catalyst is C(Cl)(Cl)Cl.CO. The product is [N:28]1[CH:29]=[CH:30][N:31]2[CH:36]=[C:35]([C:2]3[N:11]=[C:10]([NH:12][CH2:13][CH:14]([O:21][C:22]4[CH:27]=[CH:26][CH:25]=[CH:24][CH:23]=4)[C:15]4[CH:20]=[CH:19][CH:18]=[CH:17][CH:16]=4)[C:9]4[C:4](=[CH:5][CH:6]=[CH:7][CH:8]=4)[N:3]=3)[CH:34]=[CH:33][C:32]=12. The yield is 0.600.